This data is from Reaction yield outcomes from USPTO patents with 853,638 reactions. The task is: Predict the reaction yield, written as a fraction of the theoretical maximum amount of product (1.0 means a 100% yield; for example, 0.34 means a 34% yield). (1) The reactants are N1(CC([C:10]2[CH:15]=CC=CC=2)=NO)C=CN=C1.[C:16]([OH:26])(=[O:25])/[CH:17]=C/C1C=CC=CC=1.[CH:27]1(N=C=N[CH:27]2[CH2:32][CH2:31][CH2:30][CH2:29][CH2:28]2)[CH2:32][CH2:31][CH2:30][CH2:29][CH2:28]1.CN(C1C=CC=CN=1)C. The catalyst is ClCCl. The product is [C:16]([O:26][CH2:15][CH3:10])(=[O:25])[CH3:17].[CH3:31][CH2:32][CH2:27][CH2:28][CH2:29][CH3:30]. The yield is 0.300. (2) The reactants are Cl[CH2:2][CH2:3][NH:4][C:5]([NH:7][CH2:8][C:9]([F:12])([F:11])[F:10])=[O:6].[H-].[Na+]. The catalyst is C1COCC1. The product is [F:10][C:9]([F:12])([F:11])[CH2:8][N:7]1[CH2:2][CH2:3][NH:4][C:5]1=[O:6]. The yield is 0.980.